Predict the reactants needed to synthesize the given product. From a dataset of Full USPTO retrosynthesis dataset with 1.9M reactions from patents (1976-2016). Given the product [C:3]1([C:17](=[O:19])[CH3:1])[C:16]2[S:15][C:14]3[C:9](=[CH:10][CH:11]=[CH:12][CH:13]=3)[S:8][C:7]=2[CH:6]=[CH:5][CH:4]=1, predict the reactants needed to synthesize it. The reactants are: [CH3:1][Li].[C:3]1([C:17]([OH:19])=O)[C:16]2[S:15][C:14]3[C:9](=[CH:10][CH:11]=[CH:12][CH:13]=3)[S:8][C:7]=2[CH:6]=[CH:5][CH:4]=1.N#N.Cl.